This data is from Reaction yield outcomes from USPTO patents with 853,638 reactions. The task is: Predict the reaction yield, written as a fraction of the theoretical maximum amount of product (1.0 means a 100% yield; for example, 0.34 means a 34% yield). (1) The reactants are [CH2:1]([N:4]([C:43]([O:45][CH2:46][C:47]1[CH:52]=[CH:51][CH:50]=[CH:49][CH:48]=1)=[O:44])[C:5]1[C:10](=[O:11])[N:9]2[C@@H:12]([C:20](=[O:42])[NH:21][CH2:22][C:23]3[CH:28]=[CH:27][C:26]([C:29]([NH:31][C:32]([O:34][CH2:35][C:36]4[CH:41]=[CH:40][CH:39]=[CH:38][CH:37]=4)=[O:33])=[NH:30])=[CH:25][CH:24]=3)[CH2:13][C@:14]([CH2:16][C:17]([OH:19])=O)([CH3:15])[C:8]2=[N:7][CH:6]=1)[CH:2]=[CH2:3].[NH2:53][C:54]1[CH:59]=[CH:58][CH:57]=[CH:56][CH:55]=1. No catalyst specified. The product is [CH2:46]([O:45][C:43](=[O:44])[N:4]([CH2:1][CH:2]=[CH2:3])[C:5]1[C:10](=[O:11])[N:9]2[C@@H:12]([C:20](=[O:42])[NH:21][CH2:22][C:23]3[CH:24]=[CH:25][C:26]([C:29]([NH:31][C:32]([O:34][CH2:35][C:36]4[CH:37]=[CH:38][CH:39]=[CH:40][CH:41]=4)=[O:33])=[NH:30])=[CH:27][CH:28]=3)[CH2:13][C@@:14]([CH3:15])([CH2:16][C:17](=[O:19])[NH:53][C:54]3[CH:59]=[CH:58][CH:57]=[CH:56][CH:55]=3)[C:8]2=[N:7][CH:6]=1)[C:47]1[CH:48]=[CH:49][CH:50]=[CH:51][CH:52]=1. The yield is 0.570. (2) The reactants are [NH2:1][CH:2]([CH2:12][C:13]1[CH:18]=[CH:17][CH:16]=[CH:15][C:14]=1[C:19]([F:22])([F:21])[F:20])[CH:3]([C:5]1[CH:10]=[CH:9][C:8]([F:11])=[CH:7][CH:6]=1)[OH:4].[C:23]1([C:33](Cl)=[O:34])[C:32]2[C:27](=[CH:28][CH:29]=[CH:30][CH:31]=2)[CH:26]=[CH:25][CH:24]=1.C(=O)([O-])O.[Na+]. The catalyst is C(OCC)(=O)C.O. The product is [F:11][C:8]1[CH:9]=[CH:10][C:5]([CH:3]([OH:4])[CH:2]([NH:1][C:33]([C:23]2[C:32]3[C:27](=[CH:28][CH:29]=[CH:30][CH:31]=3)[CH:26]=[CH:25][CH:24]=2)=[O:34])[CH2:12][C:13]2[CH:18]=[CH:17][CH:16]=[CH:15][C:14]=2[C:19]([F:22])([F:20])[F:21])=[CH:6][CH:7]=1. The yield is 0.800. (3) The reactants are [Cl:1][C:2]1[C:3]([C:17]2[CH:22]=[CH:21][CH:20]=[C:19]([NH:23][CH2:24][C:25]3[CH:30]=[CH:29][CH:28]=[C:27]([F:31])[CH:26]=3)[N:18]=2)=[CH:4][C:5]([NH:8][C@H:9]2[CH2:14][CH2:13][C@H:12]([CH2:15][OH:16])[CH2:11][CH2:10]2)=[N:6][CH:7]=1.C(N(CC)CC)C.[S:39](Cl)([CH3:42])(=[O:41])=[O:40]. The catalyst is C(Cl)Cl. The product is [CH3:42][S:39]([O:16][CH2:15][C@H:12]1[CH2:11][CH2:10][C@H:9]([NH:8][C:5]2[CH:4]=[C:3]([C:17]3[CH:22]=[CH:21][CH:20]=[C:19]([NH:23][CH2:24][C:25]4[CH:30]=[CH:29][CH:28]=[C:27]([F:31])[CH:26]=4)[N:18]=3)[C:2]([Cl:1])=[CH:7][N:6]=2)[CH2:14][CH2:13]1)(=[O:41])=[O:40]. The yield is 0.920.